From a dataset of Catalyst prediction with 721,799 reactions and 888 catalyst types from USPTO. Predict which catalyst facilitates the given reaction. (1) Reactant: Cl.[F:2][C:3]1[C:8]([O:9][CH2:10][CH2:11][OH:12])=[CH:7][C:6]([O:13][CH3:14])=[CH:5][C:4]=1[CH:15]([NH:28][C:29]1[CH:37]=[CH:36][C:32]([C:33]([NH2:35])=[NH:34])=[CH:31][CH:30]=1)[C:16]1[NH:20][C:19](=[O:21])[N:18]([C:22]2[N:27]=[CH:26][CH:25]=[CH:24][N:23]=2)[N:17]=1.CO.C(N(CC)CC)C.[CH3:47][O:48][C@H:49]([C:53]1[CH:58]=[CH:57][CH:56]=[CH:55][CH:54]=1)[C:50]([OH:52])=[O:51]. Product: [CH3:47][O:48][C@H:49]([C:53]1[CH:58]=[CH:57][CH:56]=[CH:55][CH:54]=1)[C:50]([OH:52])=[O:51].[F:2][C:3]1[C:8]([O:9][CH2:10][CH2:11][OH:12])=[CH:7][C:6]([O:13][CH3:14])=[CH:5][C:4]=1[C@@H:15]([NH:28][C:29]1[CH:30]=[CH:31][C:32]([C:33]([NH2:35])=[NH:34])=[CH:36][CH:37]=1)[C:16]1[NH:20][C:19](=[O:21])[N:18]([C:22]2[N:23]=[CH:24][CH:25]=[CH:26][N:27]=2)[N:17]=1. The catalyst class is: 15. (2) Reactant: [F:1][C:2]([F:37])([F:36])[C:3]1[CH:4]=[C:5]([CH:29]=[C:30]([C:32]([F:35])([F:34])[F:33])[CH:31]=1)[CH2:6][NH:7][CH2:8][C:9]1[CH:10]=[C:11]2[N:26]=[C:25]([CH3:27])[N:24]([CH3:28])[C:12]2=[N:13][C:14]=1[N:15]([CH2:20][CH:21]1[CH2:23][CH2:22]1)[CH2:16][CH:17]1[CH2:19][CH2:18]1.C(=O)(O)[O-].[Na+].[N:43]#[C:44]Br. Product: [CH:17]1([CH2:16][N:15]([CH2:20][CH:21]2[CH2:23][CH2:22]2)[C:14]2[N:13]=[C:12]3[N:24]([CH3:28])[C:25]([CH3:27])=[N:26][C:11]3=[CH:10][C:9]=2[CH2:8][N:7]([CH2:6][C:5]2[CH:29]=[C:30]([C:32]([F:33])([F:35])[F:34])[CH:31]=[C:3]([C:2]([F:36])([F:1])[F:37])[CH:4]=2)[C:44]#[N:43])[CH2:18][CH2:19]1. The catalyst class is: 5. (3) Reactant: [CH2:1]([O:8][C:9]([NH:11][CH2:12][C:13]1([C:28](=[O:36])[NH:29][C:30]2[CH:35]=[CH:34][CH:33]=[CH:32][CH:31]=2)[CH2:18][CH2:17][CH2:16][N:15](C(OCC[Si](C)(C)C)=O)[CH2:14]1)=[O:10])[C:2]1[CH:7]=[CH:6][CH:5]=[CH:4][CH:3]=1.CCCC[N+](CCCC)(CCCC)CCCC.[F-]. Product: [CH2:1]([O:8][C:9](=[O:10])[NH:11][CH2:12][C:13]1([C:28](=[O:36])[NH:29][C:30]2[CH:35]=[CH:34][CH:33]=[CH:32][CH:31]=2)[CH2:18][CH2:17][CH2:16][NH:15][CH2:14]1)[C:2]1[CH:7]=[CH:6][CH:5]=[CH:4][CH:3]=1. The catalyst class is: 1. (4) Reactant: [Br:1][CH2:2][C@H:3]([CH3:6])[CH2:4][OH:5].N1C=CN=C1.[C:12]([Si:16](Cl)([C:23]1[CH:28]=[CH:27][CH:26]=[CH:25][CH:24]=1)[C:17]1[CH:22]=[CH:21][CH:20]=[CH:19][CH:18]=1)([CH3:15])([CH3:14])[CH3:13].[Cl-].[NH4+]. Product: [Br:1][CH2:2][C@H:3]([CH3:6])[CH2:4][O:5][Si:16]([C:12]([CH3:15])([CH3:14])[CH3:13])([C:23]1[CH:24]=[CH:25][CH:26]=[CH:27][CH:28]=1)[C:17]1[CH:22]=[CH:21][CH:20]=[CH:19][CH:18]=1. The catalyst class is: 9. (5) Reactant: [CH3:1][N:2]([CH3:27])[C:3]1[C:12]2[CH:11]=[CH:10][CH:9]=[C:8]([S:13]([NH:16][CH2:17][CH2:18][NH:19]C(=O)OC(C)(C)C)(=[O:15])=[O:14])[C:7]=2[CH:6]=[CH:5][CH:4]=1.C(O)(C(F)(F)F)=O. Product: [NH2:19][CH2:18][CH2:17][NH:16][S:13]([C:8]1[C:7]2[C:12](=[C:3]([N:2]([CH3:27])[CH3:1])[CH:4]=[CH:5][CH:6]=2)[CH:11]=[CH:10][CH:9]=1)(=[O:15])=[O:14]. The catalyst class is: 2. (6) Reactant: [CH3:1][C:2]1[CH:7]=[CH:6][CH:5]=[C:4]([CH3:8])[C:3]=1[N+:9]([O-:11])=[O:10].S(=O)(=O)(O)O.C(O)(=O)C.[I:21]I. Product: [I:21][C:5]1[CH:6]=[CH:7][C:2]([CH3:1])=[C:3]([N+:9]([O-:11])=[O:10])[C:4]=1[CH3:8]. The catalyst class is: 6. (7) Reactant: [CH2:1]([O:3][CH:4]([O:9][CH2:10][CH3:11])[C:5](=[NH:8])OC)[CH3:2].[CH3:12][O:13][C:14]1[CH:15]=[C:16]([CH2:22][NH2:23])[CH:17]=[CH:18][C:19]=1[O:20][CH3:21]. Product: [CH3:12][O:13][C:14]1[CH:15]=[C:16]([CH:17]=[CH:18][C:19]=1[O:20][CH3:21])[CH2:22][NH:23][C:5](=[NH:8])[CH:4]([O:3][CH2:1][CH3:2])[O:9][CH2:10][CH3:11]. The catalyst class is: 5. (8) Reactant: [N+:1]([C:4]1[C:5]([NH:20][C:21]([C:23]2[O:27][N:26]=[C:25]([C:28]([CH3:31])([CH3:30])[CH3:29])[CH:24]=2)=O)=[N:6][C:7]([C:10]2[CH:15]=[CH:14][CH:13]=[CH:12][C:11]=2[C:16]([F:19])([F:18])[F:17])=[CH:8][CH:9]=1)([O-])=O. Product: [C:28]([C:25]1[CH:24]=[C:23]([C:21]2[NH:1][C:4]3[C:5]([N:20]=2)=[N:6][C:7]([C:10]2[CH:15]=[CH:14][CH:13]=[CH:12][C:11]=2[C:16]([F:19])([F:18])[F:17])=[CH:8][CH:9]=3)[O:27][N:26]=1)([CH3:31])([CH3:30])[CH3:29]. The catalyst class is: 180. (9) Reactant: [CH:1]1([O:6][C:7](=[O:49])[C@@H:8]([NH:41]C(OC(C)(C)C)=O)[CH2:9][CH2:10][O:11][C:12]2[CH:21]=[C:20]3[C:15]([C:16](OC4C=CC(NC(=O)C5C=CC=CC=5)=CC=4)=[C:17]([Br:22])[CH:18]=[N:19]3)=[CH:14][C:13]=2[O:39][CH3:40])[CH2:5][CH2:4][CH2:3][CH2:2]1.[ClH:50].O1CCOCC1. Product: [ClH:50].[ClH:50].[CH:1]1([O:6][C:7](=[O:49])[C@@H:8]([NH2:41])[CH2:9][CH2:10][O:11][C:12]2[CH:21]=[C:20]3[C:15]([C:16]([Cl:50])=[C:17]([Br:22])[CH:18]=[N:19]3)=[CH:14][C:13]=2[O:39][CH3:40])[CH2:5][CH2:4][CH2:3][CH2:2]1. The catalyst class is: 28. (10) Reactant: [Br:1][C:2]1[CH:15]=[CH:14][C:13]2[C:12]3[C:7](=[CH:8][C:9]([Br:16])=[CH:10][CH:11]=3)[C:6](=O)[C:5](=O)[C:4]=2[CH:3]=1.C(O)C.[CH2:22]([NH2:25])[CH2:23][NH2:24]. Product: [Br:1][C:2]1[CH:3]=[C:4]2[C:13](=[CH:14][CH:15]=1)[C:12]1[C:7](=[CH:8][C:9]([Br:16])=[CH:10][CH:11]=1)[C:6]1[N:25]=[CH:22][CH:23]=[N:24][C:5]2=1. The catalyst class is: 15.